Dataset: Peptide-MHC class I binding affinity with 185,985 pairs from IEDB/IMGT. Task: Regression. Given a peptide amino acid sequence and an MHC pseudo amino acid sequence, predict their binding affinity value. This is MHC class I binding data. (1) The peptide sequence is ITPNNLNKI. The MHC is HLA-A11:01 with pseudo-sequence HLA-A11:01. The binding affinity (normalized) is 0.0120. (2) The peptide sequence is KSALNDFDF. The MHC is HLA-B57:01 with pseudo-sequence HLA-B57:01. The binding affinity (normalized) is 0.489. (3) The peptide sequence is FPLTQRDVL. The MHC is HLA-B39:01 with pseudo-sequence HLA-B39:01. The binding affinity (normalized) is 0.750. (4) The peptide sequence is GLYSSTVPV. The MHC is Mamu-B52 with pseudo-sequence Mamu-B52. The binding affinity (normalized) is 0.